This data is from Forward reaction prediction with 1.9M reactions from USPTO patents (1976-2016). The task is: Predict the product of the given reaction. (1) Given the reactants [NH2:1][C:2]1[N:7]=[CH:6][N:5]=[C:4]2[NH:8][N:9]=[CH:10][C:3]=12.[H-].[Na+].Br[CH2:14][CH:15]([Cl:18])CC, predict the reaction product. The product is: [Cl:18][CH2:15][CH2:14][N:8]1[C:4]2=[N:5][CH:6]=[N:7][C:2]([NH2:1])=[C:3]2[CH:10]=[N:9]1. (2) Given the reactants [CH2:1]([O:3][C:4](=[O:31])[C:5]([CH3:30])([O:23][C:24]1[CH:29]=[CH:28][CH:27]=[CH:26][CH:25]=1)[CH2:6][C:7]1[CH:12]=[CH:11][C:10]([O:13][CH2:14][CH2:15][CH:16]2[CH2:20][NH:19][C:18](=[O:21])[N:17]2[CH3:22])=[CH:9][CH:8]=1)[CH3:2].[H-].[Na+].[CH3:34][O:35][C:36]1[CH:37]=[C:38]([CH:41]=[CH:42][CH:43]=1)[CH2:39]Br, predict the reaction product. The product is: [CH2:1]([O:3][C:4](=[O:31])[C:5]([CH3:30])([O:23][C:24]1[CH:29]=[CH:28][CH:27]=[CH:26][CH:25]=1)[CH2:6][C:7]1[CH:8]=[CH:9][C:10]([O:13][CH2:14][CH2:15][CH:16]2[CH2:20][N:19]([CH2:39][C:38]3[CH:41]=[CH:42][CH:43]=[C:36]([O:35][CH3:34])[CH:37]=3)[C:18](=[O:21])[N:17]2[CH3:22])=[CH:11][CH:12]=1)[CH3:2]. (3) Given the reactants [N+:1]([C:4]1[CH:5]=[N:6][NH:7][CH:8]=1)([O-:3])=[O:2].Br[C:10]([CH3:13])([CH3:12])[CH3:11].C(=O)([O-])[O-].[K+].[K+], predict the reaction product. The product is: [C:10]([N:6]1[CH:5]=[C:4]([N+:1]([O-:3])=[O:2])[CH:8]=[N:7]1)([CH3:13])([CH3:12])[CH3:11]. (4) Given the reactants Cl.[Cl:2][C:3]1[CH:8]=[CH:7][C:6]([CH2:9][C@@H:10]([NH:31]C(=O)OC(C)(C)C)[C:11]([N:13]2[CH2:18][CH2:17][N:16]([C:19]3[C:20]4[CH:27]([CH3:28])[S:26](=[O:30])(=[O:29])[CH2:25][C:21]=4[N:22]=[CH:23][N:24]=3)[CH2:15][CH2:14]2)=[O:12])=[CH:5][CH:4]=1, predict the reaction product. The product is: [NH2:31][C@H:10]([CH2:9][C:6]1[CH:5]=[CH:4][C:3]([Cl:2])=[CH:8][CH:7]=1)[C:11]([N:13]1[CH2:18][CH2:17][N:16]([C:19]2[C:20]3[CH:27]([CH3:28])[S:26](=[O:30])(=[O:29])[CH2:25][C:21]=3[N:22]=[CH:23][N:24]=2)[CH2:15][CH2:14]1)=[O:12]. (5) Given the reactants Br[C:2]1[N:6]([CH3:7])[CH:5]=[N:4][CH:3]=1.C([Mg]Cl)(C)C.[Li+].[Cl-].CON(C)[C:18]([C:20]1[S:24][C:23]([CH3:25])=[N:22][C:21]=1[CH3:26])=[O:19], predict the reaction product. The product is: [CH3:25][C:23]1[S:24][C:20]([C:18]([C:2]2[N:6]([CH3:7])[CH:5]=[N:4][CH:3]=2)=[O:19])=[C:21]([CH3:26])[N:22]=1. (6) The product is: [F:1][CH:2]([F:31])[O:3][C:4]1[CH:9]=[CH:8][C:7]([C@@H:10]([N:12]2[CH2:17][CH2:16][C@:15]([CH2:25][CH2:26][C:27]([NH2:33])=[O:28])([C:18]3[CH:23]=[CH:22][C:21]([F:24])=[CH:20][CH:19]=3)[O:14][C:13]2=[O:30])[CH3:11])=[CH:6][CH:5]=1. Given the reactants [F:1][CH:2]([F:31])[O:3][C:4]1[CH:9]=[CH:8][C:7]([C@@H:10]([N:12]2[CH2:17][CH2:16][C@:15]([CH2:25][CH2:26][C:27](O)=[O:28])([C:18]3[CH:23]=[CH:22][C:21]([F:24])=[CH:20][CH:19]=3)[O:14][C:13]2=[O:30])[CH3:11])=[CH:6][CH:5]=1.C[N:33](C(ON1N=NC2C=CC=NC1=2)=[N+](C)C)C.F[P-](F)(F)(F)(F)F.CCN(C(C)C)C(C)C.N, predict the reaction product.